This data is from Full USPTO retrosynthesis dataset with 1.9M reactions from patents (1976-2016). The task is: Predict the reactants needed to synthesize the given product. (1) Given the product [CH2:10]([NH:12][C:13]([N:2]1[N:3]=[CH:4][C:5]2([CH2:9][CH2:8][CH2:7][CH2:6]2)[CH2:1]1)=[S:14])[CH3:11], predict the reactants needed to synthesize it. The reactants are: [CH2:1]1[C:5]2([CH2:9][CH2:8][CH2:7][CH2:6]2)[CH2:4][N:3]=[N:2]1.[CH2:10]([N:12]=[C:13]=[S:14])[CH3:11]. (2) Given the product [Br:13][C:10]1[CH:11]=[C:12]2[C:7]([C:6]([CH3:15])([CH3:14])[C:5](=[O:16])[NH:4]2)=[CH:8][CH:9]=1, predict the reactants needed to synthesize it. The reactants are: C([N:4]1[C:12]2[C:7](=[CH:8][CH:9]=[C:10]([Br:13])[CH:11]=2)[C:6]([CH3:15])([CH3:14])[C:5]1=[O:16])(=O)C.[OH-].[Na+]. (3) Given the product [C:40]([CH2:41][CH2:42][NH:43][C:21](=[O:23])[C:20]1[CH:26]=[CH:27][CH:28]=[C:18]([C:12]2[CH:13]=[CH:14][CH:15]=[C:16]3[C:11]=2[NH:10][C:9]([CH2:8][C:7]2[CH:29]=[CH:30][CH:31]=[C:5]([C:4]([F:3])([F:32])[F:33])[CH:6]=2)=[CH:17]3)[CH:19]=1)#[N:39], predict the reactants needed to synthesize it. The reactants are: [OH-].[Na+].[F:3][C:4]([F:33])([F:32])[C:5]1[CH:6]=[C:7]([CH:29]=[CH:30][CH:31]=1)[CH2:8][C:9]1[NH:10][C:11]2[C:16]([CH:17]=1)=[CH:15][CH:14]=[CH:13][C:12]=2[C:18]1[CH:19]=[C:20]([CH:26]=[CH:27][CH:28]=1)[C:21]([O:23]CC)=O.Cl.CCN=C=[N:39][CH2:40][CH2:41][CH2:42][N:43](C)C.C1C=CC2N(O)N=NC=2C=1.NCCC#N. (4) Given the product [Br:20][C:17]1[CH:16]=[N:15][C:14]([N:2]([CH3:1])[C@H:3]2[CH2:4][CH2:5][C@H:6]([C:9]#[C:10][CH2:11][OH:12])[CH2:7][CH2:8]2)=[N:19][CH:18]=1, predict the reactants needed to synthesize it. The reactants are: [CH3:1][NH:2][C@H:3]1[CH2:8][CH2:7][C@H:6]([C:9]#[C:10][CH2:11][OH:12])[CH2:5][CH2:4]1.Br[C:14]1[N:19]=[CH:18][C:17]([Br:20])=[CH:16][N:15]=1.C(N(C(C)C)C(C)C)C.